This data is from Full USPTO retrosynthesis dataset with 1.9M reactions from patents (1976-2016). The task is: Predict the reactants needed to synthesize the given product. (1) Given the product [CH3:27][CH:26]1[CH2:25][CH:24]([C:28]([OH:32])=[O:29])[CH2:23][CH2:22][N:21]1[CH2:19][C:18]1[CH:33]=[CH:34][CH:15]=[C:16]([NH:37][C:9]([C:7]2[CH:6]=[CH:5][CH:4]=[C:3]([C:2]([F:13])([F:12])[F:1])[N:8]=2)=[O:10])[CH:17]=1, predict the reactants needed to synthesize it. The reactants are: [F:1][C:2]([F:13])([F:12])[C:3]1[N:8]=[C:7]([C:9](Cl)=[O:10])[CH:6]=[CH:5][CH:4]=1.Cl[C:15]1[CH:34]=[CH:33][C:18]([C:19]([NH:21][C:22]2[CH:27]=[CH:26][CH:25]=[C:24]([CH:28]3[O:32]CC[O:29]3)[CH:23]=2)=O)=[CH:17][CH:16]=1.CC1CC(C(OC)=O)CC[NH:37]1.C(OC(C1CCN(CC2C=CC=C(NC(=O)C3C=CC(Cl)=CC=3)C=2)CC1)=O)C. (2) The reactants are: [CH2:1]([O:3][CH2:4][CH2:5][N:6]1[CH2:11][CH2:10][NH:9][CH2:8][CH2:7]1)[CH3:2].Br[CH2:13][C:14]#[N:15]. Given the product [CH2:1]([O:3][CH2:4][CH2:5][N:6]1[CH2:7][CH2:8][N:9]([CH2:13][C:14]#[N:15])[CH2:10][CH2:11]1)[CH3:2], predict the reactants needed to synthesize it. (3) Given the product [C:1]([C:3]1[C:4]([N:16]2[CH2:19][CH:18]([C:20](=[O:21])[NH:35][S:32]([CH2:31][C:26]3[CH:27]=[CH:28][C:29]([F:30])=[C:24]([F:23])[CH:25]=3)(=[O:33])=[O:34])[CH2:17]2)=[N:5][C:6]([O:14][CH3:15])=[C:7]([CH:8]=1)[C:9]([O:11][CH2:12][CH3:13])=[O:10])#[N:2], predict the reactants needed to synthesize it. The reactants are: [C:1]([C:3]1[C:4]([N:16]2[CH2:19][CH:18]([C:20](O)=[O:21])[CH2:17]2)=[N:5][C:6]([O:14][CH3:15])=[C:7]([C:9]([O:11][CH2:12][CH3:13])=[O:10])[CH:8]=1)#[N:2].[F:23][C:24]1[CH:25]=[C:26]([CH2:31][S:32]([NH2:35])(=[O:34])=[O:33])[CH:27]=[CH:28][C:29]=1[F:30]. (4) Given the product [C:14]([CH:15]([CH3:19])[C:16]([NH:4][C:3]1[CH:5]=[CH:6][CH:7]=[CH:8][C:2]=1[C:1]([OH:10])=[O:9])=[O:17])([OH:20])=[O:13], predict the reactants needed to synthesize it. The reactants are: [C:1]([OH:10])(=[O:9])[C:2]1[C:3](=[CH:5][CH:6]=[CH:7][CH:8]=1)[NH2:4].CC1(C)[O:17][C:16](=O)[CH:15]([CH3:19])[C:14](=[O:20])[O:13]1. (5) Given the product [C:27]([C:24]1[CH:25]=[CH:26][C:21]([NH:20][C:3]2[C:2]([F:1])=[C:7]([F:8])[CH:6]=[CH:5][C:4]=2[C:9]2[O:13][C:12]([NH:14][CH2:15][C@@H:16]([OH:19])[CH2:17][OH:18])=[N:11][N:10]=2)=[C:22]([F:33])[CH:23]=1)#[CH:28], predict the reactants needed to synthesize it. The reactants are: [F:1][C:2]1[C:3]([NH:20][C:21]2[CH:26]=[CH:25][C:24]([C:27]#[C:28][Si](C)(C)C)=[CH:23][C:22]=2[F:33])=[C:4]([C:9]2[O:13][C:12]([NH:14][CH2:15][C@@H:16]([OH:19])[CH2:17][OH:18])=[N:11][N:10]=2)[CH:5]=[CH:6][C:7]=1[F:8].[F-].[Cs+].C(O)(=O)C.O. (6) Given the product [Cl:1][C:2]1[CH:9]=[CH:8][C:5]([CH2:6][NH:7][C:13](=[O:14])[CH2:12][C:10]#[N:11])=[CH:4][CH:3]=1, predict the reactants needed to synthesize it. The reactants are: [Cl:1][C:2]1[CH:9]=[CH:8][C:5]([CH2:6][NH2:7])=[CH:4][CH:3]=1.[C:10]([CH2:12][C:13](O)=[O:14])#[N:11].C1C=CC2N(O)N=NC=2C=1.CCN=C=NCCCN(C)C.Cl. (7) Given the product [C:15]1([C:23]2[CH:24]=[CH:25][CH:26]=[CH:27][CH:28]=2)[CH:20]=[CH:19][CH:18]=[C:17]([CH2:21][N:12]2[CH2:13][CH2:14][N:9]([C:4]3[CH:5]=[CH:6][CH:7]=[CH:8][C:3]=3[Cl:2])[CH2:10][CH2:11]2)[CH:16]=1, predict the reactants needed to synthesize it. The reactants are: Cl.[Cl:2][C:3]1[CH:8]=[CH:7][CH:6]=[CH:5][C:4]=1[N:9]1[CH2:14][CH2:13][NH:12][CH2:11][CH2:10]1.[C:15]1([C:23]2[CH:28]=[CH:27][CH:26]=[CH:25][CH:24]=2)[CH:20]=[CH:19][CH:18]=[C:17]([CH:21]=O)[CH:16]=1.[BH-](OC(C)=O)(OC(C)=O)OC(C)=O.[Na+].C1(C2C=CC=CC=2)C=CC=CC=1CN1CCN(C2C=CC=CC=2)CC1.